This data is from Acute oral toxicity (LD50) regression data from Zhu et al.. The task is: Regression/Classification. Given a drug SMILES string, predict its toxicity properties. Task type varies by dataset: regression for continuous values (e.g., LD50, hERG inhibition percentage) or binary classification for toxic/non-toxic outcomes (e.g., AMES mutagenicity, cardiotoxicity, hepatotoxicity). Dataset: ld50_zhu. (1) The drug is COP(=S)(OC)SCn1nc(Cl)ccc1=O. The rat oral LD50 is 4.78, given as -log10 of the dose in mol/kg body weight (higher means more acutely toxic). (2) The drug is O=[N+]([O-])c1ccc(OP(=O)(OCCCl)OCCCl)cc1. The rat oral LD50 is 3.97, given as -log10 of the dose in mol/kg body weight (higher means more acutely toxic). (3) The molecule is Nc1ccc(Cl)cc1Cl. The rat oral LD50 is 2.00, given as -log10 of the dose in mol/kg body weight (higher means more acutely toxic). (4) The compound is CC1OC(OC2C(CO)OC(OC3C(CO)OC(O)C(O)C3O)C(O)C2O)C(O)C(O)C1NC1C=C(CO)C(O)C(O)C1O. The rat oral LD50 is 1.43, given as -log10 of the dose in mol/kg body weight (higher means more acutely toxic). (5) The drug is O=NN1CCOCC1. The rat oral LD50 is 2.62, given as -log10 of the dose in mol/kg body weight (higher means more acutely toxic). (6) The compound is CCCCCCOCCO. The rat oral LD50 is 2.00, given as -log10 of the dose in mol/kg body weight (higher means more acutely toxic). (7) The rat oral LD50 is 1.82, given as -log10 of the dose in mol/kg body weight (higher means more acutely toxic). The drug is CCOP(=O)(O)CC. (8) The molecule is C[N+](=O)[O-]. The rat oral LD50 is 1.81, given as -log10 of the dose in mol/kg body weight (higher means more acutely toxic). (9) The compound is COP(=S)(OC)Oc1ccc([N+](=O)[O-])c(Cl)c1. The rat oral LD50 is 2.68, given as -log10 of the dose in mol/kg body weight (higher means more acutely toxic).